From a dataset of Reaction yield outcomes from USPTO patents with 853,638 reactions. Predict the reaction yield, written as a fraction of the theoretical maximum amount of product (1.0 means a 100% yield; for example, 0.34 means a 34% yield). (1) The product is [N:1]([C:4]1[CH:19]=[CH:18][C:7]([CH2:8][OH:26])=[CH:6][CH:5]=1)=[N+:2]=[N-:3]. The yield is 0.550. No catalyst specified. The reactants are [N:1]([C:4]1[CH:19]=[CH:18][C:7]([CH2:8]P(=C(C[N+](C)(C)C)O)=O)=[CH:6][CH:5]=1)=[N+:2]=[N-:3].NC1C=CC(C[OH:26])=CC=1.Cl.[N+]([O-])([O-])=O.[Na+].[N-]=[N+]=[N-].[Na+]. (2) The reactants are N(C(OC(C)C)=O)=NC(OC(C)C)=O.[OH:15][C:16]1[CH:21]=[CH:20][C:19]([CH2:22][CH:23]([CH:29]=[CH2:30])[CH2:24][C:25]([O:27][CH3:28])=[O:26])=[CH:18][CH:17]=1.[CH3:31][NH:32][C:33]1[N:38]=[C:37]([CH:39](O)[CH3:40])[CH:36]=[CH:35][CH:34]=1.C1(P(C2C=CC=CC=2)C2C=CC=CC=2)C=CC=CC=1. The catalyst is C1COCC1. The product is [CH3:31][NH:32][C:33]1[N:38]=[C:37]([CH2:39][CH2:40][O:15][C:16]2[CH:17]=[CH:18][C:19]([CH2:22][CH:23]([CH:29]=[CH2:30])[CH2:24][C:25]([O:27][CH3:28])=[O:26])=[CH:20][CH:21]=2)[CH:36]=[CH:35][CH:34]=1. The yield is 0.670. (3) The reactants are [CH3:1][N:2]([CH3:15])[C:3]1[CH2:4][C:5]2[C:10]([CH:11]=1)=[CH:9][C:8]([N+:12]([O-:14])=[O:13])=[CH:7][CH:6]=2. The catalyst is CO.C1COCC1.[Pd]. The product is [CH3:1][N:2]([CH3:15])[CH:3]1[CH2:11][C:10]2[C:5](=[CH:6][CH:7]=[C:8]([N+:12]([O-:14])=[O:13])[CH:9]=2)[CH2:4]1. The yield is 0.820. (4) The yield is 0.340. The reactants are [Cl:1][C:2]1[S:6][C:5]([C:7]([OH:9])=O)=[CH:4][C:3]=1[C:10]1[N:14]([CH3:15])[N:13]=[CH:12][C:11]=1[CH3:16].[NH2:17][C@@H:18]([CH2:31][C:32]1[CH:37]=[C:36]([F:38])[CH:35]=[CH:34][C:33]=1[F:39])[CH2:19][N:20]1[C:28](=[O:29])[C:27]2[C:22](=[CH:23][CH:24]=[CH:25][CH:26]=2)[C:21]1=[O:30].FC1C=CC=C(F)C=1C[C@@H](C(O)=O)N.C1CN([P+](Br)(N2CCCC2)N2CCCC2)CC1.F[P-](F)(F)(F)(F)F.CCN(C(C)C)C(C)C. The product is [Cl:1][C:2]1[S:6][C:5]([C:7]([NH:17][C@H:18]([CH2:19][N:20]2[C:28](=[O:29])[C:27]3[C:22](=[CH:23][CH:24]=[CH:25][CH:26]=3)[C:21]2=[O:30])[CH2:31][C:32]2[CH:37]=[C:36]([F:38])[CH:35]=[CH:34][C:33]=2[F:39])=[O:9])=[CH:4][C:3]=1[C:10]1[N:14]([CH3:15])[N:13]=[CH:12][C:11]=1[CH3:16]. The catalyst is C(Cl)(Cl)Cl.